Dataset: Forward reaction prediction with 1.9M reactions from USPTO patents (1976-2016). Task: Predict the product of the given reaction. (1) Given the reactants Cl[C:2]1[CH:10]=[CH:9][C:8]([S:11]([CH3:14])(=[O:13])=[O:12])=[CH:7][C:3]=1[C:4]([OH:6])=[O:5].[CH:15]([OH:18])([CH3:17])[CH3:16], predict the reaction product. The product is: [CH:15]([O:18][C:2]1[CH:10]=[CH:9][C:8]([S:11]([CH3:14])(=[O:13])=[O:12])=[CH:7][C:3]=1[C:4]([OH:6])=[O:5])([CH3:17])[CH3:16]. (2) Given the reactants [NH:1]([C:3]1[C:4]2[C:11](I)=[CH:10][N:9]([C@@H:13]3[O:19][C@H:18]([CH2:20][OH:21])[C@@H:16]([OH:17])[C@@:14]3([CH3:22])[OH:15])[C:5]=2[N:6]=[CH:7][N:8]=1)[NH2:2].[C]=O.C([SnH](CCCC)CCCC)CCC.C1C[O:41][CH2:40]C1, predict the reaction product. The product is: [CH:40]([C:11]1[C:4]2[C:3]([NH:1][NH2:2])=[N:8][CH:7]=[N:6][C:5]=2[N:9]([C@@H:13]2[O:19][C@H:18]([CH2:20][OH:21])[C@@H:16]([OH:17])[C@@:14]2([CH3:22])[OH:15])[CH:10]=1)=[O:41]. (3) Given the reactants [F:1][C:2]([F:44])([F:43])[C:3]1[CH:4]=[C:5]([CH:40]=[CH:41][CH:42]=1)[CH2:6][NH:7][C:8]([C:10]1[CH:15]=[CH:14][N:13]=[C:12]([C:16]2[CH:21]=[C:20]([N:22]3[CH2:27][CH2:26][CH2:25][CH2:24][CH2:23]3)[CH:19]=[CH:18][C:17]=2[NH:28][C:29]([C:31]2[CH:32]=[C:33]([CH:37]=[CH:38][CH:39]=2)[C:34](O)=[O:35])=[O:30])[CH:11]=1)=[O:9].FC(F)(F)C1C=C(C=CC=1)CNC(C1C=CN=C(C2C=C(N3CCCCC3)C=CC=2NC(=O)C2C=CC=C(C(N(CCC(NCCOC)=O)C)=O)C=2)C=1)=O.[NH:99]1[CH2:104][CH2:103][CH:102]([NH:105][C:106](=[O:108])[CH3:107])[CH2:101][CH2:100]1, predict the reaction product. The product is: [C:106]([NH:105][CH:102]1[CH2:103][CH2:104][N:99]([C:34]([C:33]2[CH:32]=[C:31]([CH:39]=[CH:38][CH:37]=2)[C:29]([NH:28][C:17]2[CH:18]=[CH:19][C:20]([N:22]3[CH2:23][CH2:24][CH2:25][CH2:26][CH2:27]3)=[CH:21][C:16]=2[C:12]2[CH:11]=[C:10]([CH:15]=[CH:14][N:13]=2)[C:8]([NH:7][CH2:6][C:5]2[CH:40]=[CH:41][CH:42]=[C:3]([C:2]([F:1])([F:44])[F:43])[CH:4]=2)=[O:9])=[O:30])=[O:35])[CH2:100][CH2:101]1)(=[O:108])[CH3:107]. (4) Given the reactants [F:1][C:2]1[CH:7]=[C:6](I)[CH:5]=[CH:4][C:3]=1[N:9]1[CH:14]=[C:13]([O:15][CH3:16])[C:12](=[O:17])[C:11]([C:18]2[N:22]([C:23]3[CH:28]=[CH:27][CH:26]=[CH:25][CH:24]=3)[N:21]=[CH:20][CH:19]=2)=[N:10]1.Cl.[F:30][C:31]([F:38])([F:37])[CH:32]1[CH2:36][CH2:35][NH:34][CH2:33]1.O(C(C)(C)C)[Na].CC1(C)C2C(=C(P(C3C=CC=CC=3)C3C=CC=CC=3)C=CC=2)OC2C(P(C3C=CC=CC=3)C3C=CC=CC=3)=CC=CC1=2, predict the reaction product. The product is: [F:1][C:2]1[CH:7]=[C:6]([N:34]2[CH2:35][CH2:36][CH:32]([C:31]([F:38])([F:37])[F:30])[CH2:33]2)[CH:5]=[CH:4][C:3]=1[N:9]1[CH:14]=[C:13]([O:15][CH3:16])[C:12](=[O:17])[C:11]([C:18]2[N:22]([C:23]3[CH:28]=[CH:27][CH:26]=[CH:25][CH:24]=3)[N:21]=[CH:20][CH:19]=2)=[N:10]1.